From a dataset of Reaction yield outcomes from USPTO patents with 853,638 reactions. Predict the reaction yield, written as a fraction of the theoretical maximum amount of product (1.0 means a 100% yield; for example, 0.34 means a 34% yield). (1) The reactants are [Cl-].[CH2:2]([N+:4]([CH2:7][CH2:8][O:9][CH2:10][CH2:11][OH:12])([CH3:6])[CH3:5])[CH3:3].[Li+].[C:14]([S:18]([N-:21][S:22]([C:25]([F:28])([F:27])[F:26])(=[O:24])=[O:23])(=[O:20])=[O:19])([F:17])([F:16])[F:15]. The catalyst is O. The product is [F:28][C:25]([F:26])([F:27])[S:22]([N-:21][S:18]([C:14]([F:15])([F:16])[F:17])(=[O:19])=[O:20])(=[O:23])=[O:24].[CH2:2]([N+:4]([CH2:7][CH2:8][O:9][CH2:10][CH2:11][OH:12])([CH3:5])[CH3:6])[CH3:3]. The yield is 0.920. (2) The reactants are [CH:1]1([S:4]([NH:7][C@@H:8]2[CH2:12][N:11](C(OC(C)(C)C)=O)[C@H:10]([CH2:20][CH3:21])[CH2:9]2)(=[O:6])=[O:5])[CH2:3][CH2:2]1.[ClH:22]. The catalyst is O1CCOCC1. The product is [ClH:22].[CH2:20]([C@H:10]1[NH:11][CH2:12][C@@H:8]([NH:7][S:4]([CH:1]2[CH2:3][CH2:2]2)(=[O:5])=[O:6])[CH2:9]1)[CH3:21]. The yield is 0.500. (3) The reactants are CC(C)([O-])C.[K+].O1CCCC1.[Br:12][C:13]1[C:22]([Cl:23])=[C:21]2[C:16]([CH2:17][CH2:18][NH:19][C:20]2=[O:24])=[C:15]([Cl:25])[CH:14]=1.[CH2:26]([O:33][C:34]1[C:39]([CH2:40]Cl)=[C:38]([CH3:42])[CH:37]=[C:36]([CH3:43])[N:35]=1)[C:27]1[CH:32]=[CH:31][CH:30]=[CH:29][CH:28]=1. The catalyst is CN(C)C=O.C(OC)(C)(C)C.C(O)(=O)C. The product is [CH2:26]([O:33][C:34]1[C:39]([CH2:40][N:19]2[CH2:18][CH2:17][C:16]3[C:21](=[C:22]([Cl:23])[C:13]([Br:12])=[CH:14][C:15]=3[Cl:25])[C:20]2=[O:24])=[C:38]([CH3:42])[CH:37]=[C:36]([CH3:43])[N:35]=1)[C:27]1[CH:32]=[CH:31][CH:30]=[CH:29][CH:28]=1. The yield is 0.640. (4) The reactants are [CH:1]([O:4][C:5](=[O:34])[C:6]1[CH:11]=[C:10]([C:12]#[C:13][C:14]2[CH:19]=[CH:18][C:17]([CH2:20][C:21]([O:23]CCC[Si](C)(C)C)=[O:22])=[C:16]([F:31])[CH:15]=2)[CH:9]=[C:8]([C:32]#[CH:33])[CH:7]=1)([CH3:3])[CH3:2].O. The catalyst is CS(C)=O. The product is [CH:1]([O:4][C:5](=[O:34])[C:6]1[CH:7]=[C:8]([C:32]#[CH:33])[CH:9]=[C:10]([C:12]#[C:13][C:14]2[CH:19]=[CH:18][C:17]([CH2:20][C:21]([OH:23])=[O:22])=[C:16]([F:31])[CH:15]=2)[CH:11]=1)([CH3:3])[CH3:2]. The yield is 0.380. (5) The reactants are [CH2:1]([O:3][C:4](=[C:10]1[C:14](=[O:15])[N:13]([CH3:16])[C:12](=[O:17])[NH:11]1)[C:5]([O:7]CC)=O)[CH3:2].[OH-:18].[K+].Cl. No catalyst specified. The product is [CH2:1]([O:3][C:4]1[C:5](=[O:7])[N:13]([CH3:16])[C:12]([OH:17])=[N:11][C:10]=1[C:14]([OH:18])=[O:15])[CH3:2]. The yield is 0.630. (6) The reactants are C[O:2][C:3](=[O:24])[CH:4]([C:11]1[CH:16]=[CH:15][C:14]([S:17]([C:20]([F:23])([F:22])[F:21])(=[O:19])=[O:18])=[CH:13][CH:12]=1)[CH2:5][CH:6]1[CH2:10][CH2:9][CH2:8][CH2:7]1.[OH-].[Li+]. The catalyst is O1CCCC1. The product is [CH:6]1([CH2:5][CH:4]([C:11]2[CH:12]=[CH:13][C:14]([S:17]([C:20]([F:23])([F:21])[F:22])(=[O:19])=[O:18])=[CH:15][CH:16]=2)[C:3]([OH:24])=[O:2])[CH2:10][CH2:9][CH2:8][CH2:7]1. The yield is 0.770.